This data is from Catalyst prediction with 721,799 reactions and 888 catalyst types from USPTO. The task is: Predict which catalyst facilitates the given reaction. Reactant: Br[C:2]1[CH:7]=[CH:6][C:5]([O:8][C:9]([F:12])([F:11])[F:10])=[C:4]([F:13])[CH:3]=1.C([Mg]Cl)(C)C.[Br:19][C:20]1[C:21]([C:26](N(OC)C)=[O:27])=[N:22][CH:23]=[CH:24][CH:25]=1. Product: [Br:19][C:20]1[C:21]([C:26]([C:2]2[CH:7]=[CH:6][C:5]([O:8][C:9]([F:12])([F:11])[F:10])=[C:4]([F:13])[CH:3]=2)=[O:27])=[N:22][CH:23]=[CH:24][CH:25]=1. The catalyst class is: 1.